Dataset: Full USPTO retrosynthesis dataset with 1.9M reactions from patents (1976-2016). Task: Predict the reactants needed to synthesize the given product. (1) Given the product [CH2:11]([O:10][C:7]1[CH:6]=[CH:5][C:4]([CH2:3][OH:2])=[CH:9][CH:8]=1)[CH2:12][C:13]1[CH:14]=[CH:15][CH:16]=[CH:17][CH:18]=1, predict the reactants needed to synthesize it. The reactants are: C[O:2][C:3](=O)[C:4]1[CH:9]=[CH:8][C:7]([O:10][CH2:11][CH2:12][C:13]2[CH:18]=[CH:17][CH:16]=[CH:15][CH:14]=2)=[CH:6][CH:5]=1.[H-].[H-].[H-].[H-].[Li+].[Al+3]. (2) Given the product [CH2:1]([N:3]1[CH2:8][CH2:7][CH2:6][CH:5]([CH2:9][C:10]2[CH:15]=[C:14]([F:16])[CH:13]=[CH:12][C:11]=2[S:17]([NH:21][C:22]2[C:31]([C:32]([O:34][CH3:35])=[O:33])=[C:30]3[C:25]([C@H:26]4[CH2:36][C@H:27]4[CH2:28][O:29]3)=[CH:24][CH:23]=2)(=[O:19])=[O:18])[CH2:4]1)[CH3:2], predict the reactants needed to synthesize it. The reactants are: [CH2:1]([N:3]1[CH2:8][CH2:7][CH2:6][CH:5]([CH2:9][C:10]2[CH:15]=[C:14]([F:16])[CH:13]=[CH:12][C:11]=2[S:17](Cl)(=[O:19])=[O:18])[CH2:4]1)[CH3:2].[NH2:21][C:22]1[C:31]([C:32]([O:34][CH3:35])=[O:33])=[C:30]2[C:25]([C@H:26]3[CH2:36][C@H:27]3[CH2:28][O:29]2)=[CH:24][CH:23]=1.